This data is from Full USPTO retrosynthesis dataset with 1.9M reactions from patents (1976-2016). The task is: Predict the reactants needed to synthesize the given product. (1) Given the product [Br:16][CH2:17][CH2:18][CH2:19][C:20]([NH:5][C:4]1[CH:6]=[CH:7][CH:8]=[C:2]([I:1])[CH:3]=1)=[O:21], predict the reactants needed to synthesize it. The reactants are: [I:1][C:2]1[CH:3]=[C:4]([CH:6]=[CH:7][CH:8]=1)[NH2:5].C(N(CC)CC)C.[Br:16][CH2:17][CH2:18][CH2:19][C:20](Cl)=[O:21]. (2) Given the product [Cl:34][C:29]1[CH:30]=[CH:31][CH:32]=[CH:33][C:28]=1[CH2:27][N:8]1[C:7]2[CH:9]=[CH:10][CH:11]=[CH:12][C:6]=2[N:5]2[CH2:13][CH2:14][NH:15][CH2:16][CH:4]2[CH2:3][CH2:2]1, predict the reactants needed to synthesize it. The reactants are: O=[C:2]1[NH:8][C:7]2[CH:9]=[CH:10][CH:11]=[CH:12][C:6]=2[N:5]2[CH2:13][CH2:14][N:15](C(OC(C)(C)C)=O)[CH2:16][CH:4]2[CH2:3]1.[H-].[Na+].Br[CH2:27][C:28]1[CH:33]=[CH:32][CH:31]=[CH:30][C:29]=1[Cl:34].B. (3) Given the product [OH:11][C:10]1[C:6]2[CH:7]=[CH:8][S:9][C:5]=2[CH:4]=[CH:3][C:2]=1[C:12]([O:14][CH3:15])=[O:13], predict the reactants needed to synthesize it. The reactants are: Br[C:2]1([C:12]([O:14][CH3:15])=[O:13])[C:10](=[O:11])[C:6]2[CH:7]=[CH:8][S:9][C:5]=2[CH2:4][CH2:3]1.C(=O)([O-])[O-].[Li+].[Li+]. (4) Given the product [Cl:1][C:2]1[CH:24]=[C:23]([Cl:25])[CH:22]=[CH:21][C:3]=1[CH2:4][NH:5][N:6]1[C:10]2[CH:11]=[C:12]([C:15]([O:17][CH2:18][CH3:19])=[O:16])[CH:13]=[CH:14][C:9]=2[N:8]([CH3:26])[C:7]1=[O:20], predict the reactants needed to synthesize it. The reactants are: [Cl:1][C:2]1[CH:24]=[C:23]([Cl:25])[CH:22]=[CH:21][C:3]=1[CH2:4][NH:5][N:6]1[C:10]2[CH:11]=[C:12]([C:15]([O:17][CH2:18][CH3:19])=[O:16])[CH:13]=[CH:14][C:9]=2[N:8]=[C:7]1[OH:20].[CH3:26]I.